From a dataset of Catalyst prediction with 721,799 reactions and 888 catalyst types from USPTO. Predict which catalyst facilitates the given reaction. (1) Reactant: [F:1][C:2]([F:21])([F:20])[C:3]([N:5]1[CH2:11][CH:10]([CH2:12][CH3:13])[C:9]2[CH:14]=[CH:15][C:16]([O:18][CH3:19])=[CH:17][C:8]=2[CH2:7][CH2:6]1)=[O:4].[Br:22]N1C(=O)CCC1=O. Product: [F:21][C:2]([F:1])([F:20])[C:3]([N:5]1[CH2:11][CH:10]([CH2:12][CH3:13])[C:9]2[CH:14]=[C:15]([Br:22])[C:16]([O:18][CH3:19])=[CH:17][C:8]=2[CH2:7][CH2:6]1)=[O:4]. The catalyst class is: 10. (2) Reactant: Br[CH2:2][CH2:3][CH2:4][O:5][C:6](=[O:28])[C:7]([C:10]1[CH:19]=[C:18]2[C:13]([C@@H:14]3[CH2:25][C:24]([CH3:26])=[CH:23][CH2:22][C@H:15]3[C:16]([CH3:21])([CH3:20])[O:17]2)=[C:12]([OH:27])[CH:11]=1)([CH3:9])[CH3:8].C(N(CC)CC)C.[NH:36]1[CH2:41][CH2:40][O:39][CH2:38][CH2:37]1. Product: [OH:27][C:12]1[CH:11]=[C:10]([C:7]([CH3:9])([CH3:8])[C:6]([O:5][CH2:4][CH2:3][CH2:2][N:36]2[CH2:41][CH2:40][O:39][CH2:38][CH2:37]2)=[O:28])[CH:19]=[C:18]2[C:13]=1[C@@H:14]1[CH2:25][C:24]([CH3:26])=[CH:23][CH2:22][C@H:15]1[C:16]([CH3:21])([CH3:20])[O:17]2. The catalyst class is: 10. (3) Product: [Cl:36][C:37]1[N:38]=[CH:39][N:40]=[C:41]([C:20]2[CH:21]=[CH:22][C:17]([C@@H:15]([N:11]3[CH2:10][CH2:9][C@@:8]([C:5]4[CH:6]=[CH:7][C:2]([F:1])=[CH:3][CH:4]=4)([CH2:32][CH2:33][CH2:34][OH:35])[O:13][C:12]3=[O:14])[CH3:16])=[CH:18][CH:19]=2)[CH:42]=1. The catalyst class is: 450. Reactant: [F:1][C:2]1[CH:7]=[CH:6][C:5]([C@:8]2([CH2:32][CH2:33][CH2:34][OH:35])[O:13][C:12](=[O:14])[N:11]([C@H:15]([C:17]3[CH:22]=[CH:21][C:20](B4OC(C)(C)C(C)(C)O4)=[CH:19][CH:18]=3)[CH3:16])[CH2:10][CH2:9]2)=[CH:4][CH:3]=1.[Cl:36][C:37]1[CH:42]=[C:41](Cl)[N:40]=[CH:39][N:38]=1.C([O-])([O-])=O.[Cs+].[Cs+]. (4) Reactant: N(C(OC(C)C)=O)=NC(OC(C)C)=O.[Cl:15][C:16]1[C:25]2[C:20](=[CH:21][C:22]([OH:28])=[C:23]([O:26][CH3:27])[CH:24]=2)[N:19]=[CH:18][C:17]=1[C:29]#[N:30].O[CH2:32][CH2:33][CH2:34][N:35]1[CH2:40][CH2:39][N:38]([CH3:41])[CH2:37][CH2:36]1.C1(P(C2C=CC=CC=2)C2C=CC=CC=2)C=CC=CC=1. Product: [Cl:15][C:16]1[C:25]2[C:20](=[CH:21][C:22]([O:28][CH2:32][CH2:33][CH2:34][N:35]3[CH2:40][CH2:39][N:38]([CH3:41])[CH2:37][CH2:36]3)=[C:23]([O:26][CH3:27])[CH:24]=2)[N:19]=[CH:18][C:17]=1[C:29]#[N:30]. The catalyst class is: 34. (5) Reactant: Cl[C:2]1[N:7]=[C:6]([O:8][CH2:9][C:10]2[CH:15]=[CH:14][CH:13]=[CH:12][C:11]=2[C:16]([F:19])([F:18])[F:17])[N:5]=[C:4]([NH:20][C:21]2[CH:26]=[CH:25][C:24]([C:27]([F:30])([F:29])[F:28])=[CH:23][CH:22]=2)[N:3]=1.[CH2:31]([NH2:35])[CH:32]([CH3:34])[CH3:33]. Product: [CH2:31]([NH:35][C:2]1[N:3]=[C:4]([NH:20][C:21]2[CH:22]=[CH:23][C:24]([C:27]([F:30])([F:29])[F:28])=[CH:25][CH:26]=2)[N:5]=[C:6]([O:8][CH2:9][C:10]2[CH:15]=[CH:14][CH:13]=[CH:12][C:11]=2[C:16]([F:17])([F:18])[F:19])[N:7]=1)[CH:32]([CH3:34])[CH3:33]. The catalyst class is: 10.